This data is from Catalyst prediction with 721,799 reactions and 888 catalyst types from USPTO. The task is: Predict which catalyst facilitates the given reaction. (1) Product: [CH:1]1([CH2:6][O:7][C:8]2[C:9]([NH:21][C:22]3[S:23][CH:26]=[CH:27][N:24]=3)=[N:10][CH:11]=[C:12]([O:14][C:15]3[CH:16]=[CH:17][CH:18]=[CH:19][CH:20]=3)[CH:13]=2)[CH2:2][CH2:3][CH2:4][CH2:5]1. The catalyst class is: 3. Reactant: [CH:1]1([CH2:6][O:7][C:8]2[C:9]([NH:21][C:22]([NH2:24])=[S:23])=[N:10][CH:11]=[C:12]([O:14][C:15]3[CH:20]=[CH:19][CH:18]=[CH:17][CH:16]=3)[CH:13]=2)[CH2:5][CH2:4][CH2:3][CH2:2]1.Cl[CH2:26][CH:27]=O. (2) Reactant: [CH:1]1([C:4]([N:6]2[CH2:10][CH2:9][C@@H:8]([CH2:11][NH:12][C:13]3[C:14]([NH2:20])=[CH:15][CH:16]=[CH:17][C:18]=3[CH3:19])[CH2:7]2)=[O:5])[CH2:3][CH2:2]1.[CH:21]([C:23]1[CH:28]=[CH:27][C:26]([C:29]2[CH:37]=[C:36]3[C:32]([CH:33]=[N:34][NH:35]3)=[CH:31][CH:30]=2)=[CH:25][CH:24]=1)=O.OOS([O-])=O.[K+]. Product: [CH:1]1([C:4]([N:6]2[CH2:10][CH2:9][C@@H:8]([CH2:11][N:12]3[C:13]4[C:18]([CH3:19])=[CH:17][CH:16]=[CH:15][C:14]=4[N:20]=[C:21]3[C:23]3[CH:24]=[CH:25][C:26]([C:29]4[CH:37]=[C:36]5[C:32]([CH:33]=[N:34][NH:35]5)=[CH:31][CH:30]=4)=[CH:27][CH:28]=3)[CH2:7]2)=[O:5])[CH2:3][CH2:2]1. The catalyst class is: 18. (3) Reactant: [OH:1][C:2]1[CH:7]=[CH:6][C:5]([N:8]2[CH:12]=[CH:11][CH:10]=[CH:9]2)=[CH:4][CH:3]=1.C(=O)([O-])[O-].[K+].[K+].Br[CH2:20][CH2:21][CH2:22][Cl:23]. Product: [Cl:23][CH2:22][CH2:21][CH2:20][O:1][C:2]1[CH:3]=[CH:4][C:5]([N:8]2[CH:12]=[CH:11][CH:10]=[CH:9]2)=[CH:6][CH:7]=1. The catalyst class is: 9. (4) Reactant: Cl[C:2]1[CH:7]=[C:6]([O:8][C:9]2[C:18]3[C:13](=[CH:14][CH:15]=[CH:16][CH:17]=3)[C:12]([NH2:19])=[CH:11][CH:10]=2)[CH:5]=[CH:4][N:3]=1.[NH2:20][C:21]1[CH:22]=[C:23]([CH:35]=[C:36]([O:38][CH3:39])[CH:37]=1)[C:24]([NH:26][CH2:27][CH2:28][N:29]1[CH2:34][CH2:33][O:32][CH2:31][CH2:30]1)=[O:25].Cl.O1CCOCC1. Product: [NH2:19][C:12]1[C:13]2[C:18](=[CH:17][CH:16]=[CH:15][CH:14]=2)[C:9]([O:8][C:6]2[CH:5]=[CH:4][N:3]=[C:2]([NH:20][C:21]3[CH:22]=[C:23]([CH:35]=[C:36]([O:38][CH3:39])[CH:37]=3)[C:24]([NH:26][CH2:27][CH2:28][N:29]3[CH2:34][CH2:33][O:32][CH2:31][CH2:30]3)=[O:25])[CH:7]=2)=[CH:10][CH:11]=1. The catalyst class is: 37. (5) Reactant: [CH3:1][C:2]([Si:5]([CH3:23])([CH3:22])[O:6][CH:7]1[CH2:21][CH2:20][C:10]2([CH2:14][NH:13][CH:12]([C:15]([O:17][CH2:18][CH3:19])=[O:16])[CH2:11]2)[CH2:9][CH2:8]1)([CH3:4])[CH3:3].C(N([CH2:29][CH3:30])CC)C. Product: [CH3:1][C:2]([Si:5]([CH3:23])([CH3:22])[O:6][CH:7]1[CH2:21][CH2:20][C:10]2([CH2:14][N:13]([C:15]([O:17][CH2:18][C:30]3[CH:29]=[CH:9][CH:8]=[CH:7][CH:21]=3)=[O:16])[CH:12]([C:15]([O:17][CH2:18][CH3:19])=[O:16])[CH2:11]2)[CH2:9][CH2:8]1)([CH3:3])[CH3:4]. The catalyst class is: 2.